This data is from Cav3 T-type calcium channel HTS with 100,875 compounds. The task is: Binary Classification. Given a drug SMILES string, predict its activity (active/inactive) in a high-throughput screening assay against a specified biological target. The molecule is s1c(NC(=O)COc2ccccc2)nc(c2sccc2)c1. The result is 0 (inactive).